Dataset: NCI-60 drug combinations with 297,098 pairs across 59 cell lines. Task: Regression. Given two drug SMILES strings and cell line genomic features, predict the synergy score measuring deviation from expected non-interaction effect. (1) Drug 1: CC1=C2C(C(=O)C3(C(CC4C(C3C(C(C2(C)C)(CC1OC(=O)C(C(C5=CC=CC=C5)NC(=O)OC(C)(C)C)O)O)OC(=O)C6=CC=CC=C6)(CO4)OC(=O)C)OC)C)OC. Drug 2: C#CCC(CC1=CN=C2C(=N1)C(=NC(=N2)N)N)C3=CC=C(C=C3)C(=O)NC(CCC(=O)O)C(=O)O. Cell line: NCI-H226. Synergy scores: CSS=42.5, Synergy_ZIP=13.0, Synergy_Bliss=12.3, Synergy_Loewe=11.8, Synergy_HSA=12.5. (2) Cell line: SNB-19. Synergy scores: CSS=17.9, Synergy_ZIP=-9.50, Synergy_Bliss=-5.06, Synergy_Loewe=-3.20, Synergy_HSA=-0.901. Drug 2: C1CC(C1)(C(=O)O)C(=O)O.[NH2-].[NH2-].[Pt+2]. Drug 1: C1C(C(OC1N2C=C(C(=O)NC2=O)F)CO)O. (3) Drug 1: C1=CC(=CC=C1CCC2=CNC3=C2C(=O)NC(=N3)N)C(=O)NC(CCC(=O)O)C(=O)O. Drug 2: CN(C(=O)NC(C=O)C(C(C(CO)O)O)O)N=O. Cell line: EKVX. Synergy scores: CSS=1.38, Synergy_ZIP=-0.767, Synergy_Bliss=1.40, Synergy_Loewe=0.734, Synergy_HSA=0.285. (4) Drug 1: CC1C(C(CC(O1)OC2CC(CC3=C2C(=C4C(=C3O)C(=O)C5=C(C4=O)C(=CC=C5)OC)O)(C(=O)C)O)N)O.Cl. Drug 2: CC1C(C(CC(O1)OC2CC(CC3=C2C(=C4C(=C3O)C(=O)C5=C(C4=O)C(=CC=C5)OC)O)(C(=O)CO)O)N)O.Cl. Cell line: NCI-H522. Synergy scores: CSS=74.0, Synergy_ZIP=12.6, Synergy_Bliss=13.6, Synergy_Loewe=14.4, Synergy_HSA=15.6. (5) Drug 1: CC12CCC3C(C1CCC2=O)CC(=C)C4=CC(=O)C=CC34C. Drug 2: CC1C(C(CC(O1)OC2CC(OC(C2O)C)OC3=CC4=CC5=C(C(=O)C(C(C5)C(C(=O)C(C(C)O)O)OC)OC6CC(C(C(O6)C)O)OC7CC(C(C(O7)C)O)OC8CC(C(C(O8)C)O)(C)O)C(=C4C(=C3C)O)O)O)O. Cell line: KM12. Synergy scores: CSS=55.2, Synergy_ZIP=3.38, Synergy_Bliss=1.83, Synergy_Loewe=4.67, Synergy_HSA=4.13. (6) Drug 1: CN1C(=O)N2C=NC(=C2N=N1)C(=O)N. Drug 2: CC1C(C(CC(O1)OC2CC(OC(C2O)C)OC3=CC4=CC5=C(C(=O)C(C(C5)C(C(=O)C(C(C)O)O)OC)OC6CC(C(C(O6)C)O)OC7CC(C(C(O7)C)O)OC8CC(C(C(O8)C)O)(C)O)C(=C4C(=C3C)O)O)O)O. Cell line: UO-31. Synergy scores: CSS=26.0, Synergy_ZIP=-1.87, Synergy_Bliss=-0.471, Synergy_Loewe=-16.9, Synergy_HSA=-0.834.